Dataset: Full USPTO retrosynthesis dataset with 1.9M reactions from patents (1976-2016). Task: Predict the reactants needed to synthesize the given product. (1) Given the product [Cl:8][C:4]1[CH:5]=[CH:6][CH:7]=[C:2]([Cl:1])[C:3]=1[C:9]1[C:13]([CH2:14][O:15][C:16]2[CH:21]=[CH:20][C:19]([C:22]3[CH:31]=[C:30]4[C:25]([C:26]([C:32]([OH:34])=[O:33])=[CH:27][CH:28]=[N:29]4)=[CH:24][CH:23]=3)=[CH:18][CH:17]=2)=[C:12]([CH:36]([CH3:38])[CH3:37])[O:11][N:10]=1, predict the reactants needed to synthesize it. The reactants are: [Cl:1][C:2]1[CH:7]=[CH:6][CH:5]=[C:4]([Cl:8])[C:3]=1[C:9]1[C:13]([CH2:14][O:15][C:16]2[CH:21]=[CH:20][C:19]([C:22]3[CH:31]=[C:30]4[C:25]([C:26]([C:32]([O:34]C)=[O:33])=[CH:27][CH:28]=[N:29]4)=[CH:24][CH:23]=3)=[CH:18][CH:17]=2)=[C:12]([CH:36]([CH3:38])[CH3:37])[O:11][N:10]=1.CCO.O.[OH-].[Na+]. (2) Given the product [NH2:1][C:2]1[C:11]2[N:12]=[C:13]([CH2:19][CH2:20][CH2:21][CH3:22])[N:14]([CH2:15][CH2:16][CH2:17][NH:12][CH2:11][CH2:10][N:14]([CH3:15])[CH3:13])[C:10]=2[C:9]2[CH:8]=[CH:7][CH:6]=[CH:5][C:4]=2[N:3]=1, predict the reactants needed to synthesize it. The reactants are: [NH2:1][C:2]1[C:11]2[N:12]=[C:13]([CH2:19][CH2:20][CH2:21][CH3:22])[N:14]([CH2:15][CH2:16][CH2:17]O)[C:10]=2[C:9]2[CH:8]=[CH:7][CH:6]=[CH:5][C:4]=2[N:3]=1.S(Cl)(Cl)=O. (3) Given the product [N:3]1[CH:8]=[CH:7][CH:6]=[C:5]([CH2:9][O:10][CH2:12][C:13]([O:15][CH2:16][CH3:17])=[O:14])[CH:4]=1, predict the reactants needed to synthesize it. The reactants are: [H-].[Na+].[N:3]1[CH:8]=[CH:7][CH:6]=[C:5]([CH2:9][OH:10])[CH:4]=1.Br[CH2:12][C:13]([O:15][CH2:16][CH3:17])=[O:14]. (4) Given the product [C:12]([O:11][C:9]([N:6]1[CH2:7][CH2:8][N:3]([CH:1]=[O:2])[CH:4]([C:16]([O-:18])=[O:17])[CH2:5]1)=[O:10])([CH3:15])([CH3:13])[CH3:14].[Na+:21], predict the reactants needed to synthesize it. The reactants are: [CH:1]([N:3]1[CH2:8][CH2:7][N:6]([C:9]([O:11][C:12]([CH3:15])([CH3:14])[CH3:13])=[O:10])[CH2:5][CH:4]1[C:16]([O:18]C)=[O:17])=[O:2].[OH-].[Na+:21]. (5) Given the product [CH3:45][O:46][C:26]1[CH:25]=[CH:24][C:19]([CH2:18][CH2:17][N:16]([C@H:27]2[CH2:28][CH2:29][C@H:30]([CH3:33])[CH2:31][CH2:32]2)[C:14](=[O:15])[NH:13][C:11]2[S:12][C:8]([S:7][C:2]3([C:3]([OH:5])=[O:4])[CH2:6][CH2:41][CH2:36][CH2:37][CH2:1]3)=[CH:9][N:10]=2)=[CH:20][CH:21]=1, predict the reactants needed to synthesize it. The reactants are: [CH3:1][C:2]([S:7][C:8]1[S:12][C:11]([NH:13][C:14]([N:16]([C@H:27]2[CH2:32][CH2:31][C@H:30]([CH3:33])[CH2:29][CH2:28]2)[CH2:17][CH2:18][CH2:19][CH2:20][C:21]2[CH:26]=[CH:25][CH:24]=CC=2)=[O:15])=[N:10][CH:9]=1)([CH3:6])[C:3]([OH:5])=[O:4].CO[C:36]1[CH:41]=CC(CCO)=C[CH:37]=1.[CH3:45][O:46]C(C1(SC2SC(N)=NC=2)CCCCC1)=O.C(OC(=O)C(SC1SC(N)=NC=1)(C)C)C. (6) Given the product [F:12][C:13]1[CH:14]=[CH:15][C:16](/[CH:19]=[CH:20]/[C:21]2[CH:26]=[CH:25][C:24]([S:27]([C:6]3[CH:7]=[CH:8][CH:9]=[CH:10][C:5]=3[C:3](=[O:4])[CH2:2][OH:1])(=[O:29])=[O:28])=[CH:23][CH:22]=2)=[CH:17][CH:18]=1, predict the reactants needed to synthesize it. The reactants are: [OH:1][CH2:2][C:3]([C:5]1[CH:10]=[CH:9][CH:8]=[CH:7][C:6]=1I)=[O:4].[F:12][C:13]1[CH:18]=[CH:17][C:16](/[CH:19]=[CH:20]/[C:21]2[CH:26]=[CH:25][C:24]([S:27]([O-:29])=[O:28])=[CH:23][CH:22]=2)=[CH:15][CH:14]=1.[Na+].